From a dataset of Reaction yield outcomes from USPTO patents with 853,638 reactions. Predict the reaction yield, written as a fraction of the theoretical maximum amount of product (1.0 means a 100% yield; for example, 0.34 means a 34% yield). (1) The product is [CH3:21][C:11]1[CH:16]=[CH:15][C:14]([S:17]([O:10][C@@H:2]2[CH2:1][O:5][C@@H:4]3[C@H:6]([O:9][S:17]([C:14]4[CH:15]=[CH:16][C:11]([CH3:21])=[CH:12][CH:13]=4)(=[O:18])=[O:22])[CH2:7][O:8][C@H:3]23)(=[O:19])=[O:18])=[CH:13][CH:12]=1. The yield is 0.480. The reactants are [CH2:1]1[O:5][C@@H:4]2[C@H:6]([OH:9])[CH2:7][O:8][C@@H:3]2[C@@H:2]1[OH:10].[C:11]1([CH3:21])[CH:16]=[CH:15][C:14]([S:17](Cl)(=[O:19])=[O:18])=[CH:13][CH:12]=1.[OH-:22].[K+]. The catalyst is C(Cl)(Cl)(Cl)Cl.ClCCl.O. (2) The reactants are [Cl:1][C:2]1[CH:10]=[CH:9][CH:8]=[C:7]([CH3:11])[C:3]=1[C:4](O)=[O:5]. The catalyst is C1COCC1. The product is [Cl:1][C:2]1[CH:10]=[CH:9][CH:8]=[C:7]([CH3:11])[C:3]=1[CH2:4][OH:5]. The yield is 0.900. (3) The reactants are [C:1]([O:7]C)(=O)[CH2:2][C:3]([CH3:5])=[O:4].[CH:9]([C:12]1[CH:18]=[CH:17][C:15]([NH2:16])=[CH:14][CH:13]=1)([CH3:11])[CH3:10]. No catalyst specified. The product is [CH3:10][CH:9]([C:12]1[CH:18]=[CH:17][C:15]([NH:16][C:1](=[O:7])[CH2:2][C:3](=[O:4])[CH3:5])=[CH:14][CH:13]=1)[CH3:11]. The yield is 0.550.